Dataset: Retrosynthesis with 50K atom-mapped reactions and 10 reaction types from USPTO. Task: Predict the reactants needed to synthesize the given product. Given the product COc1cc(NCc2ccc(C(C)=O)s2)ccc1-c1cnco1, predict the reactants needed to synthesize it. The reactants are: CC(=O)c1ccc(C=O)s1.COc1cc(N)ccc1-c1cnco1.